From a dataset of Forward reaction prediction with 1.9M reactions from USPTO patents (1976-2016). Predict the product of the given reaction. (1) Given the reactants [CH3:1][C:2]1[N:6]([CH3:7])[C:5]2[CH:8]=[C:9]([C:22](O)=[O:23])[C:10]3[CH2:11][CH2:12][CH:13]([C:16]4[CH:21]=[CH:20][CH:19]=[CH:18][CH:17]=4)[O:14][C:15]=3[C:4]=2[N:3]=1.F[B-](F)(F)F.[N:30]1(OC(N(C)C)=[N+](C)C)C2C=CC=CC=2N=N1.N, predict the reaction product. The product is: [CH3:1][C:2]1[N:6]([CH3:7])[C:5]2[CH:8]=[C:9]([C:22]([NH2:30])=[O:23])[C:10]3[CH2:11][CH2:12][CH:13]([C:16]4[CH:17]=[CH:18][CH:19]=[CH:20][CH:21]=4)[O:14][C:15]=3[C:4]=2[N:3]=1. (2) The product is: [F:35][C:32]1[CH:33]=[CH:34][C:28]2[O:27][C:26]([NH:1][CH2:2][C@@H:3]3[C@H:8]([CH3:9])[CH2:7][CH2:6][CH2:5][N:4]3[C:10]([C:12]3[N:13]=[C:14]([CH3:24])[S:15][C:16]=3[C:17]3[CH:18]=[CH:19][C:20]([F:23])=[CH:21][CH:22]=3)=[O:11])=[N:30][C:29]=2[CH:31]=1. Given the reactants [NH2:1][CH2:2][C@@H:3]1[C@H:8]([CH3:9])[CH2:7][CH2:6][CH2:5][N:4]1[C:10]([C:12]1[N:13]=[C:14]([CH3:24])[S:15][C:16]=1[C:17]1[CH:22]=[CH:21][C:20]([F:23])=[CH:19][CH:18]=1)=[O:11].Cl[C:26]1[O:27][C:28]2[CH:34]=[CH:33][C:32]([F:35])=[CH:31][C:29]=2[N:30]=1.CCN(C(C)C)C(C)C, predict the reaction product. (3) Given the reactants [CH3:1][N:2]1[CH2:7][CH2:6][C:5]([CH2:9][C:10]([OH:12])=O)([CH3:8])[CH2:4][CH2:3]1.CCN=C=NCCCN(C)C.C1C=CC2N(O)N=NC=2C=1.CCN(C(C)C)C(C)C.Cl.Cl.[CH:45]1([CH2:53][NH:54][C:55]([C:57]2[O:65][C:60]3=[CH:61][N:62]=[CH:63][CH:64]=[C:59]3[CH:58]=2)=[O:56])[C:47]2([CH2:52][CH2:51][NH:50][CH2:49][CH2:48]2)[CH2:46]1, predict the reaction product. The product is: [CH3:1][N:2]1[CH2:3][CH2:4][C:5]([CH2:9][C:10]([N:50]2[CH2:51][CH2:52][C:47]3([CH:45]([CH2:53][NH:54][C:55]([C:57]4[O:65][C:60]5=[CH:61][N:62]=[CH:63][CH:64]=[C:59]5[CH:58]=4)=[O:56])[CH2:46]3)[CH2:48][CH2:49]2)=[O:12])([CH3:8])[CH2:6][CH2:7]1. (4) Given the reactants C[C:2]1[CH:3]=[C:4]([CH:7]=[C:8]([CH3:11])[C:9]=1[OH:10])[C:5]#[N:6].[ClH:12].O1CCOC[CH2:14]1.[NH:19]1[CH2:23][CH2:22][CH2:21][CH2:20]1, predict the reaction product. The product is: [ClH:12].[CH3:11][C:8]1[C:7]([CH3:14])=[C:4]([C:5](=[NH:6])[N:19]2[CH2:23][CH2:22][CH2:21][CH2:20]2)[CH:3]=[CH:2][C:9]=1[OH:10]. (5) Given the reactants [CH:1]([C:4]1[CH:9]=[CH:8][C:7]([C:10]2[O:11][CH:12]=[C:13]([C:15]3[CH:16]=[C:17]([CH:22]=[CH:23][CH:24]=3)[C:18]([O:20]C)=[O:19])[N:14]=2)=[CH:6][CH:5]=1)([CH3:3])[CH3:2].[Li+].[OH-], predict the reaction product. The product is: [CH:1]([C:4]1[CH:5]=[CH:6][C:7]([C:10]2[O:11][CH:12]=[C:13]([C:15]3[CH:16]=[C:17]([CH:22]=[CH:23][CH:24]=3)[C:18]([OH:20])=[O:19])[N:14]=2)=[CH:8][CH:9]=1)([CH3:3])[CH3:2].